Dataset: Full USPTO retrosynthesis dataset with 1.9M reactions from patents (1976-2016). Task: Predict the reactants needed to synthesize the given product. (1) Given the product [N+:1]([C:4]1[CH:5]=[CH:6][C:7]2[C:11]3[CH:12]=[C:13]([S:18]([Cl:17])(=[O:20])=[O:19])[CH:14]=[CH:15][C:10]=3[O:9][C:8]=2[CH:16]=1)([O-:3])=[O:2], predict the reactants needed to synthesize it. The reactants are: [N+:1]([C:4]1[CH:5]=[CH:6][C:7]2[C:11]3[CH:12]=[CH:13][CH:14]=[CH:15][C:10]=3[O:9][C:8]=2[CH:16]=1)([O-:3])=[O:2].[Cl:17][S:18](O)(=[O:20])=[O:19]. (2) Given the product [C:16]1([N:22]2[CH2:27][CH2:26][N:25]([C:2]3[N:7]=[C:6]([O:8][CH2:9][C:10]4([CH2:14][OH:15])[CH2:13][CH2:12][CH2:11]4)[CH:5]=[CH:4][N:3]=3)[CH2:24][CH2:23]2)[CH:21]=[CH:20][CH:19]=[CH:18][CH:17]=1, predict the reactants needed to synthesize it. The reactants are: Cl[C:2]1[N:7]=[C:6]([O:8][CH2:9][C:10]2([CH2:14][OH:15])[CH2:13][CH2:12][CH2:11]2)[CH:5]=[CH:4][N:3]=1.[C:16]1([N:22]2[CH2:27][CH2:26][NH:25][CH2:24][CH2:23]2)[CH:21]=[CH:20][CH:19]=[CH:18][CH:17]=1. (3) Given the product [CH3:23][C:19]1[C:18]([CH2:24][CH2:25][CH2:26][CH2:27][CH3:28])=[C:17]([CH:22]=[CH:21][CH:20]=1)[C:16]([NH:15][C:6]1([C:4]([OH:5])=[O:3])[CH2:14][C:13]2[C:8](=[CH:9][CH:10]=[CH:11][CH:12]=2)[CH2:7]1)=[O:29], predict the reactants needed to synthesize it. The reactants are: C([O:3][C:4]([C:6]1([NH:15][C:16](=[O:29])[C:17]2[CH:22]=[CH:21][CH:20]=[C:19]([CH3:23])[C:18]=2[CH2:24][CH2:25][CH2:26][CH2:27][CH3:28])[CH2:14][C:13]2[C:8](=[CH:9][CH:10]=[CH:11][CH:12]=2)[CH2:7]1)=[O:5])C.[OH-].[K+].O. (4) Given the product [C:1]([N:8]1[CH2:13][CH2:12][CH2:11][CH:10]([CH2:14][N:15]([C:16]2[CH:17]=[N:18][CH:19]=[CH:20][CH:21]=2)[C:27]([C:23]2[O:22][CH:26]=[CH:25][CH:24]=2)=[O:28])[CH2:9]1)([O:3][C:4]([CH3:6])([CH3:7])[CH3:5])=[O:2], predict the reactants needed to synthesize it. The reactants are: [C:1]([N:8]1[CH2:13][CH2:12][CH2:11][CH:10]([CH2:14][NH:15][C:16]2[CH:17]=[N:18][CH:19]=[CH:20][CH:21]=2)[CH2:9]1)([O:3][C:4]([CH3:7])([CH3:6])[CH3:5])=[O:2].[O:22]1[CH:26]=[CH:25][CH:24]=[C:23]1[C:27](Cl)=[O:28].